Task: Predict the reactants needed to synthesize the given product.. Dataset: Full USPTO retrosynthesis dataset with 1.9M reactions from patents (1976-2016) (1) The reactants are: [Cl:1][C:2]1[C:7]2=[CH:8][CH:9]=[C:10]3[C:19]([N:18]=[C:17]4[C:12]([CH:13]=[CH:14][CH:15]=[C:16]4[C:20]([OH:22])=O)=[N:11]3)=[C:6]2[CH:5]=[CH:4][CH:3]=1.[CH3:23][N:24]([CH3:28])[CH2:25][CH2:26][NH2:27]. Given the product [CH3:23][N:24]([CH3:28])[CH2:25][CH2:26][NH:27][C:20]([C:16]1[C:17]2[C:12](=[N:11][C:10]3[C:19]([N:18]=2)=[C:6]2[CH:5]=[CH:4][CH:3]=[C:2]([Cl:1])[C:7]2=[CH:8][CH:9]=3)[CH:13]=[CH:14][CH:15]=1)=[O:22], predict the reactants needed to synthesize it. (2) The reactants are: Cl[C:2]1[CH:3]=[C:4]([CH:25]=[CH:26][N:27]=1)[C:5]([NH:7][C:8]1[S:9][C:10]2[C:16]([N:17]3[CH2:22][CH2:21][O:20][CH2:19][CH2:18]3)=[CH:15][CH:14]=[C:13]([O:23][CH3:24])[C:11]=2[N:12]=1)=[O:6].[H-].[Na+].[F:30][C:31]([F:35])([F:34])[CH2:32][OH:33]. Given the product [CH3:24][O:23][C:13]1[C:11]2[N:12]=[C:8]([NH:7][C:5](=[O:6])[C:4]3[CH:25]=[CH:26][N:27]=[C:2]([O:33][CH2:32][C:31]([F:35])([F:34])[F:30])[CH:3]=3)[S:9][C:10]=2[C:16]([N:17]2[CH2:22][CH2:21][O:20][CH2:19][CH2:18]2)=[CH:15][CH:14]=1, predict the reactants needed to synthesize it.